Dataset: Full USPTO retrosynthesis dataset with 1.9M reactions from patents (1976-2016). Task: Predict the reactants needed to synthesize the given product. (1) Given the product [CH:65]1[CH:64]=[C:63]([O-:62])[C:72]2[N:71]=[CH:70][CH:69]=[CH:68][C:67]=2[CH:66]=1.[CH:65]1[CH:64]=[C:63]([O-:62])[C:72]2[N:71]=[CH:70][CH:69]=[CH:68][C:67]=2[CH:66]=1.[CH:65]1[CH:64]=[C:63]([O-:62])[C:72]2[N:71]=[CH:70][CH:69]=[CH:68][C:67]=2[CH:66]=1.[Al+3:21], predict the reactants needed to synthesize it. The reactants are: C([O-])(=O)CCCCCCCCCCCCCCCCC.[Al+3:21].C([O-])(=O)CCCCCCCCCCCCCCCCC.C([O-])(=O)CCCCCCCCCCCCCCCCC.[OH:62][C:63]1[CH:64]=[CH:65][CH:66]=[C:67]2[C:72]=1[N:71]=[CH:70][CH:69]=[CH:68]2. (2) The reactants are: B(Br)(Br)Br.C[O:6][CH2:7][CH2:8][N:9]1[CH:13]=[C:12]([C:14]2[CH:19]=[CH:18][CH:17]=[CH:16][CH:15]=2)[CH:11]=[C:10]1[CH3:20]. Given the product [CH3:20][C:10]1[N:9]([CH2:8][CH2:7][OH:6])[CH:13]=[C:12]([C:14]2[CH:19]=[CH:18][CH:17]=[CH:16][CH:15]=2)[CH:11]=1, predict the reactants needed to synthesize it. (3) Given the product [CH3:21][N:18]1[CH2:19][CH2:20][C:8]2[N:7]([C:3]3[CH2:4][CH2:5][CH2:6][C:2]=3[C:28]3[CH:27]=[C:26]4[C:31](=[CH:30][CH:29]=3)[N:23]([CH3:22])[CH:24]=[CH:25]4)[C:15]3[CH:14]=[CH:13][C:12]([CH3:16])=[CH:11][C:10]=3[C:9]=2[CH2:17]1, predict the reactants needed to synthesize it. The reactants are: Br[C:2]1[CH2:6][CH2:5][CH2:4][C:3]=1[N:7]1[C:15]2[CH:14]=[CH:13][C:12]([CH3:16])=[CH:11][C:10]=2[C:9]2[CH2:17][N:18]([CH3:21])[CH2:19][CH2:20][C:8]1=2.[CH3:22][N:23]1[C:31]2[C:26](=[CH:27][C:28](B3OC(C)(C)C(C)(C)O3)=[CH:29][CH:30]=2)[CH:25]=[CH:24]1.C(=O)([O-])[O-].[K+].[K+]. (4) Given the product [N:1]([CH2:4][C@@H:5]1[O:9][C:8](=[O:10])[N:7]([C:11]2[CH:16]=[CH:15][C:14]([C:17]3[O:18][CH:19]=[C:20]([CH2:22][Cl:25])[N:21]=3)=[C:13]([F:24])[CH:12]=2)[CH2:6]1)=[N+:2]=[N-:3], predict the reactants needed to synthesize it. The reactants are: [N:1]([CH2:4][C@@H:5]1[O:9][C:8](=[O:10])[N:7]([C:11]2[CH:16]=[CH:15][C:14]([C:17]3[O:18][CH:19]=[C:20]([CH2:22]O)[N:21]=3)=[C:13]([F:24])[CH:12]=2)[CH2:6]1)=[N+:2]=[N-:3].[Cl:25]CCl. (5) Given the product [NH2:1][C:2]1[N:7]=[C:6]([C:8]2[CH:9]=[C:10]3[C:11]([C:12]([NH2:13])=[N:29][NH:30]3)=[C:26]([O:27][CH3:31])[CH:15]=2)[CH:5]=[C:4]([N:18]2[CH2:23][CH2:22][O:21][CH2:20][C@H:19]2[CH2:24][CH3:25])[N:3]=1, predict the reactants needed to synthesize it. The reactants are: [NH2:1][C:2]1[N:7]=[C:6]([C:8]2[CH:15]=C(F)[C:11]([C:12]#[N:13])=[C:10](F)[CH:9]=2)[CH:5]=[C:4]([N:18]2[CH2:23][CH2:22][O:21][CH2:20][C@H:19]2[CH2:24][CH3:25])[N:3]=1.[CH3:26][O-:27].[Na+].[NH2:29][NH2:30].[CH3:31]CN(C(C)C)C(C)C. (6) Given the product [F:29][C:28]([F:31])([F:30])[S:25]([O:16][C:12]1[CH:11]=[C:10]2[C:15](=[CH:14][CH:13]=1)[CH:6]([CH2:5][C:4]([O:3][CH2:1][CH3:2])=[O:17])[CH2:7][CH2:8][CH2:9]2)(=[O:27])=[O:26], predict the reactants needed to synthesize it. The reactants are: [CH2:1]([O:3][C:4](=[O:17])[CH2:5][CH:6]1[C:15]2[C:10](=[CH:11][C:12]([OH:16])=[CH:13][CH:14]=2)[CH2:9][CH2:8][CH2:7]1)[CH3:2].C(N(CC)CC)C.[S:25](O[S:25]([C:28]([F:31])([F:30])[F:29])(=[O:27])=[O:26])([C:28]([F:31])([F:30])[F:29])(=[O:27])=[O:26].